This data is from Forward reaction prediction with 1.9M reactions from USPTO patents (1976-2016). The task is: Predict the product of the given reaction. (1) The product is: [CH3:15][CH:13]([CH2:12][C@H:5]([CH2:4][NH2:1])[CH2:6][C:7]([OH:9])=[O:8])[CH3:14]. Given the reactants [N:1]([CH2:4][C@@H:5]([CH2:12][CH:13]([CH3:15])[CH3:14])[CH2:6][C:7]([O:9]CC)=[O:8])=[N+]=[N-], predict the reaction product. (2) Given the reactants [CH3:1][O:2][C:3]1[CH:4]=[C:5]2[C:10](=[CH:11][C:12]=1[O:13][CH3:14])[N:9]=[CH:8][CH:7]=[C:6]2[O:15][C:16]1[CH:22]=[CH:21][C:19]([NH2:20])=[CH:18][CH:17]=1.C(N(C(C)C)CC)(C)C.ClC(Cl)(O[C:36](=[O:42])OC(Cl)(Cl)Cl)Cl.[NH2:44][C:45]1[S:46][C:47]([CH3:50])=[N:48][N:49]=1, predict the reaction product. The product is: [CH3:1][O:2][C:3]1[CH:4]=[C:5]2[C:10](=[CH:11][C:12]=1[O:13][CH3:14])[N:9]=[CH:8][CH:7]=[C:6]2[O:15][C:16]1[CH:22]=[CH:21][C:19]([NH:20][C:36]([NH:44][C:45]2[S:46][C:47]([CH3:50])=[N:48][N:49]=2)=[O:42])=[CH:18][CH:17]=1. (3) Given the reactants Br[C:2]1[N:7]=[N:6][C:5]([NH2:8])=[N:4][C:3]=1[C:9]1[CH:14]=[CH:13][CH:12]=[CH:11][CH:10]=1.[F:15][C:16]([F:26])([F:25])[O:17][C:18]1[CH:19]=[C:20]([OH:24])[CH:21]=[CH:22][CH:23]=1, predict the reaction product. The product is: [C:9]1([C:3]2[N:4]=[C:5]([NH2:8])[N:6]=[N:7][C:2]=2[O:24][C:20]2[CH:21]=[CH:22][CH:23]=[C:18]([O:17][C:16]([F:15])([F:25])[F:26])[CH:19]=2)[CH:14]=[CH:13][CH:12]=[CH:11][CH:10]=1. (4) The product is: [Br:1][C:2]1[CH:7]=[CH:6][CH:5]=[C:4]2[C:3]=1[O:8][CH2:14][C:13](=[O:16])[CH2:12]2. Given the reactants [Br:1][C:2]1[CH:7]=[CH:6][CH:5]=[CH:4][C:3]=1[OH:8].[Mg+2].[Cl-].[Cl-].[C:12](#N)[CH:13]=[CH2:14].[OH-:16].[Na+], predict the reaction product. (5) Given the reactants [NH2:1][C:2]1[N:7]=[C:6](Cl)[C:5]([CH2:9][C:10]2[CH:11]=[C:12]([CH2:16][C:17]#[N:18])[CH:13]=[CH:14][CH:15]=2)=[C:4]([CH3:19])[N:3]=1.[CH2:20]([NH2:25])[CH2:21][CH2:22][CH2:23][CH3:24], predict the reaction product. The product is: [NH2:1][C:2]1[N:3]=[C:4]([CH3:19])[C:5]([CH2:9][C:10]2[CH:11]=[C:12]([CH2:16][C:17]#[N:18])[CH:13]=[CH:14][CH:15]=2)=[C:6]([NH:25][CH2:20][CH2:21][CH2:22][CH2:23][CH3:24])[N:7]=1.